This data is from Catalyst prediction with 721,799 reactions and 888 catalyst types from USPTO. The task is: Predict which catalyst facilitates the given reaction. (1) The catalyst class is: 1. Product: [Cl:1][C:2]1[C:11]([C@H:12]([NH:13][S@@:14]([C:16]([CH3:17])([CH3:19])[CH3:18])=[O:15])[CH3:21])=[CH:10][C:9]2[C:4](=[CH:5][CH:6]=[C:7]([Cl:20])[CH:8]=2)[N:3]=1. Reactant: [Cl:1][C:2]1[C:11]([CH:12]=[N:13][S@@:14]([C:16]([CH3:19])([CH3:18])[CH3:17])=[O:15])=[CH:10][C:9]2[C:4](=[CH:5][CH:6]=[C:7]([Cl:20])[CH:8]=2)[N:3]=1.[CH3:21][Mg+].[Br-].[NH4+].[Cl-]. (2) Reactant: [C:1]([O:5][C:6](=[O:31])[NH:7][C:8]([C:11]1[CH:16]=[CH:15][CH:14]=[C:13]([CH2:17][CH:18]([NH:20]C(OCC2C=CC=CC=2)=O)[CH3:19])[CH:12]=1)([CH3:10])[CH3:9])([CH3:4])([CH3:3])[CH3:2].C1CC=CCC=1. Product: [C:1]([O:5][C:6](=[O:31])[NH:7][C:8]([C:11]1[CH:16]=[CH:15][CH:14]=[C:13]([CH2:17][CH:18]([NH2:20])[CH3:19])[CH:12]=1)([CH3:10])[CH3:9])([CH3:3])([CH3:2])[CH3:4]. The catalyst class is: 19. (3) Product: [CH3:1][N:2]1[C:6]([NH:7][C:8]([C:15]2[CH:16]=[CH:17][CH:18]=[CH:19][CH:20]=2)([C:21]2[CH:26]=[CH:25][CH:24]=[CH:23][CH:22]=2)[C:9]2[CH:10]=[CH:11][CH:12]=[CH:13][CH:14]=2)=[C:5]([NH:27][C:28]([NH:37][CH:38]2[CH2:39][N:40]([C:42]([O:44][C:45]([CH3:48])([CH3:47])[CH3:46])=[O:43])[CH2:41]2)=[O:29])[CH:4]=[N:3]1. Reactant: [CH3:1][N:2]1[C:6]([NH:7][C:8]([C:21]2[CH:26]=[CH:25][CH:24]=[CH:23][CH:22]=2)([C:15]2[CH:20]=[CH:19][CH:18]=[CH:17][CH:16]=2)[C:9]2[CH:14]=[CH:13][CH:12]=[CH:11][CH:10]=2)=[C:5]([NH:27][C:28](=O)[O:29]C2C=CC=CC=2)[CH:4]=[N:3]1.[NH2:37][CH:38]1[CH2:41][N:40]([C:42]([O:44][C:45]([CH3:48])([CH3:47])[CH3:46])=[O:43])[CH2:39]1.C(N(C(C)C)C(C)C)C. The catalyst class is: 2. (4) Reactant: [F:1][C:2]1[CH:10]=[CH:9][CH:8]=[C:7]2[C:3]=1[C:4]([CH:12]=[O:13])=[CH:5][N:6]2[CH3:11].[Mn]([O-])(=O)(=O)=[O:15].[K+]. Product: [F:1][C:2]1[CH:10]=[CH:9][CH:8]=[C:7]2[C:3]=1[C:4]([C:12]([OH:15])=[O:13])=[CH:5][N:6]2[CH3:11]. The catalyst class is: 21.